From a dataset of Full USPTO retrosynthesis dataset with 1.9M reactions from patents (1976-2016). Predict the reactants needed to synthesize the given product. (1) Given the product [CH:1]([C:4]1[CH:8]=[C:7]([C:9]([O:11][CH2:12][CH3:13])=[O:10])[NH:6][N:5]=1)([CH3:3])[CH3:2], predict the reactants needed to synthesize it. The reactants are: [CH:1]([C:4]1[CH:8]=[C:7]([C:9]([OH:11])=[O:10])[NH:6][N:5]=1)([CH3:3])[CH3:2].[CH2:12](O)[CH3:13].C(Cl)(=O)C. (2) Given the product [C:24]([C:2]1[CH:16]=[CH:15][C:5]([O:6][CH2:7][C:8]([O:10][C:11]([CH3:14])([CH3:13])[CH3:12])=[O:9])=[C:4]([CH:17]=[O:18])[CH:3]=1)#[N:25], predict the reactants needed to synthesize it. The reactants are: Cl[C:2]1[CH:16]=[CH:15][C:5]([O:6][CH2:7][C:8]([O:10][C:11]([CH3:14])([CH3:13])[CH3:12])=[O:9])=[C:4]([CH2:17][OH:18])[CH:3]=1.C(C1C=C(C=CC=1O)[C:24]#[N:25])=O.